The task is: Predict the reaction yield, written as a fraction of the theoretical maximum amount of product (1.0 means a 100% yield; for example, 0.34 means a 34% yield).. This data is from Reaction yield outcomes from USPTO patents with 853,638 reactions. (1) The reactants are [CH2:1]([C:3]1[CH:4]=[C:5]2[C:9](=[CH:10][CH:11]=1)[NH:8][CH2:7][CH2:6]2)[CH3:2].[N+:12]([O-])([O-:14])=[O:13].[K+].[OH-].[Na+]. The catalyst is OS(O)(=O)=O. The product is [CH2:1]([C:3]1[CH:4]=[C:5]2[C:9](=[CH:10][C:11]=1[N+:12]([O-:14])=[O:13])[NH:8][CH2:7][CH2:6]2)[CH3:2]. The yield is 0.580. (2) The reactants are [CH:1]([C:4]1[CH:9]=[CH:8][C:7]([OH:10])=[CH:6][CH:5]=1)([CH3:3])[CH3:2].[Br:11]N1C(=O)CCC1=O. No catalyst specified. The product is [Br:11][C:6]1[CH:5]=[C:4]([CH:1]([CH3:3])[CH3:2])[CH:9]=[CH:8][C:7]=1[OH:10]. The yield is 0.650.